Dataset: Reaction yield outcomes from USPTO patents with 853,638 reactions. Task: Predict the reaction yield, written as a fraction of the theoretical maximum amount of product (1.0 means a 100% yield; for example, 0.34 means a 34% yield). (1) The reactants are [OH:1][CH2:2][C@H:3]1[CH2:8][CH2:7][C@H:6]([NH:9][C:10](=[O:16])[O:11][C:12]([CH3:15])([CH3:14])[CH3:13])[CH2:5][CH2:4]1.N1C=CC=CC=1.[CH3:23][S:24](Cl)(=[O:26])=[O:25]. The catalyst is C(Cl)Cl. The product is [CH3:23][S:24]([O:1][CH2:2][C@H:3]1[CH2:4][CH2:5][C@H:6]([NH:9][C:10]([O:11][C:12]([CH3:13])([CH3:15])[CH3:14])=[O:16])[CH2:7][CH2:8]1)(=[O:26])=[O:25]. The yield is 0.740. (2) The reactants are [Cl:1][C:2]1[N:3]=[C:4]([Cl:12])[C:5]2[C:10]([I:11])=[CH:9][NH:8][C:6]=2[N:7]=1.[CH3:13][Si:14]([CH2:17][CH2:18][O:19][CH2:20]Cl)([CH3:16])[CH3:15].[H-].[Na+].[NH4+].[Cl-]. The catalyst is O.C(Cl)Cl.CN(C=O)C. The product is [Cl:1][C:2]1[N:3]=[C:4]([Cl:12])[C:5]2[C:10]([I:11])=[CH:9][N:8]([CH2:20][O:19][CH2:18][CH2:17][Si:14]([CH3:16])([CH3:15])[CH3:13])[C:6]=2[N:7]=1. The yield is 0.540.